This data is from Peptide-MHC class I binding affinity with 185,985 pairs from IEDB/IMGT. The task is: Regression. Given a peptide amino acid sequence and an MHC pseudo amino acid sequence, predict their binding affinity value. This is MHC class I binding data. (1) The peptide sequence is ARQCRAPRR. The MHC is HLA-B27:05 with pseudo-sequence HLA-B27:05. The binding affinity (normalized) is 0.719. (2) The MHC is HLA-A03:01 with pseudo-sequence HLA-A03:01. The binding affinity (normalized) is 0.440. The peptide sequence is GLLATNNVFR. (3) The peptide sequence is KIRNRIERL. The MHC is HLA-A03:01 with pseudo-sequence HLA-A03:01. The binding affinity (normalized) is 0.0847. (4) The peptide sequence is LKHSIKLDVI. The MHC is H-2-Db with pseudo-sequence H-2-Db. The binding affinity (normalized) is 0.145. (5) The peptide sequence is YLMPYSVYI. The MHC is HLA-A02:19 with pseudo-sequence HLA-A02:19. The binding affinity (normalized) is 1.00.